Predict the product of the given reaction. From a dataset of Forward reaction prediction with 1.9M reactions from USPTO patents (1976-2016). (1) The product is: [F:1][C:2]1[CH:8]=[CH:7][C:5]([NH:6][C:12](=[O:14])[CH3:13])=[CH:4][C:3]=1[N+:9]([O-:11])=[O:10]. Given the reactants [F:1][C:2]1[CH:8]=[CH:7][C:5]([NH2:6])=[CH:4][C:3]=1[N+:9]([O-:11])=[O:10].[C:12](OC(=O)C)(=[O:14])[CH3:13], predict the reaction product. (2) The product is: [F:2][C:3]1[C:11]2[NH:10][C:9](=[O:12])[N:8]([CH:13]3[CH2:18][CH2:17][N:16]([CH:30]4[CH2:31][CH2:32][O:27][CH2:28][CH2:29]4)[CH2:15][CH2:14]3)[C:7]=2[CH:6]=[C:5]([CH3:19])[CH:4]=1. Given the reactants Cl.[F:2][C:3]1[C:11]2[NH:10][C:9](=[O:12])[N:8]([CH:13]3[CH2:18][CH2:17][NH:16][CH2:15][CH2:14]3)[C:7]=2[CH:6]=[C:5]([CH3:19])[CH:4]=1.C(N(CC)CC)C.[O:27]1[CH2:32][CH2:31][C:30](=O)[CH2:29][CH2:28]1.C(O[BH-](OC(=O)C)OC(=O)C)(=O)C.[Na+], predict the reaction product.